Dataset: Peptide-MHC class I binding affinity with 185,985 pairs from IEDB/IMGT. Task: Regression. Given a peptide amino acid sequence and an MHC pseudo amino acid sequence, predict their binding affinity value. This is MHC class I binding data. (1) The peptide sequence is WMILRAISF. The MHC is HLA-A30:01 with pseudo-sequence HLA-A30:01. The binding affinity (normalized) is 0.0847. (2) The peptide sequence is DIINEEAADW. The binding affinity (normalized) is 0.366. The MHC is Mamu-B52 with pseudo-sequence Mamu-B52. (3) The peptide sequence is RFDEAIINY. The MHC is HLA-B08:01 with pseudo-sequence HLA-B08:01. The binding affinity (normalized) is 0.0847. (4) The peptide sequence is LYPTFYCLF. The MHC is HLA-C14:02 with pseudo-sequence HLA-C14:02. The binding affinity (normalized) is 1.00. (5) The peptide sequence is TLNHVLALKY. The MHC is HLA-A31:01 with pseudo-sequence HLA-A31:01. The binding affinity (normalized) is 0. (6) The peptide sequence is AVDLSHFLR. The MHC is HLA-A29:02 with pseudo-sequence HLA-A29:02. The binding affinity (normalized) is 0. (7) The peptide sequence is IAPWYAFAL. The MHC is Mamu-A01 with pseudo-sequence Mamu-A01. The binding affinity (normalized) is 1.00.